Dataset: Full USPTO retrosynthesis dataset with 1.9M reactions from patents (1976-2016). Task: Predict the reactants needed to synthesize the given product. (1) Given the product [Cl:55][C:52]1[C:51]2[C:46](=[CH:47][C:48]([F:57])=[CH:49][C:50]=2[F:56])[N:45]=[C:44]([N:63]2[CH2:64][C:59]([CH3:66])([CH3:58])[CH2:60][CH2:61][C:62]2=[O:65])[C:53]=1[CH3:54], predict the reactants needed to synthesize it. The reactants are: CC1(C)C2C(=C(P(C3C=CC=CC=3)C3C=CC=CC=3)C=CC=2)OC2C(P(C3C=CC=CC=3)C3C=CC=CC=3)=CC=CC1=2.Cl[C:44]1[C:53]([CH3:54])=[C:52]([Cl:55])[C:51]2[C:46](=[CH:47][C:48]([F:57])=[CH:49][C:50]=2[F:56])[N:45]=1.[CH3:58][C:59]1([CH3:66])[CH2:64][NH:63][C:62](=[O:65])[CH2:61][CH2:60]1.C(=O)([O-])[O-].[Cs+].[Cs+]. (2) Given the product [OH:49][C:47]([CH3:50])([CH3:48])[CH2:46][N:43]1[CH:44]=[CH:45][C:41]([NH:40][C:36]([CH:16]2[CH:15]([C:11]3[CH:12]=[CH:13][CH:14]=[C:9]([Cl:8])[C:10]=3[F:39])[C:19]([C:22]3[CH:27]=[CH:26][C:25]([Cl:28])=[CH:24][C:23]=3[F:29])([C:20]#[N:21])[CH:18]([CH2:30][C:31]([CH3:35])([CH3:34])[CH2:32][OH:33])[NH:17]2)=[O:37])=[N:42]1, predict the reactants needed to synthesize it. The reactants are: FC(F)(F)C(O)=O.[Cl:8][C:9]1[C:10]([F:39])=[C:11]([CH:15]2[C:19]([C:22]3[CH:27]=[CH:26][C:25]([Cl:28])=[CH:24][C:23]=3[F:29])([C:20]#[N:21])[CH:18]([CH2:30][C:31]([CH3:35])([CH3:34])[CH2:32][OH:33])[NH:17][CH:16]2[C:36](O)=[O:37])[CH:12]=[CH:13][CH:14]=1.[NH2:40][C:41]1[CH:45]=[CH:44][N:43]([CH2:46][C:47]([CH3:50])([OH:49])[CH3:48])[N:42]=1.CCN=C=NCCCN(C)C.C1C=CC2N(O)N=NC=2C=1.CCN(CC)CC. (3) The reactants are: [Br:1]N1C(=O)CCC1=O.[F:9][CH:10]([F:38])[C:11]([C:27]1[CH:32]=[CH:31][C:30]([N:33]2[CH:37]=[CH:36][CH:35]=[N:34]2)=[CH:29][CH:28]=1)([OH:26])[CH2:12][C:13]1[NH:14][CH:15]=[C:16]([CH2:18][C:19]2([C:22]([F:25])([F:24])[F:23])[CH2:21][CH2:20]2)[N:17]=1. Given the product [Br:1][C:15]1[NH:14][C:13]([CH2:12][C:11]([C:27]2[CH:28]=[CH:29][C:30]([N:33]3[CH:37]=[CH:36][CH:35]=[N:34]3)=[CH:31][CH:32]=2)([OH:26])[CH:10]([F:9])[F:38])=[N:17][C:16]=1[CH2:18][C:19]1([C:22]([F:25])([F:24])[F:23])[CH2:20][CH2:21]1, predict the reactants needed to synthesize it.